This data is from Forward reaction prediction with 1.9M reactions from USPTO patents (1976-2016). The task is: Predict the product of the given reaction. Given the reactants ClCCl.[CH3:4][C:5]1[N:9]([CH2:10][CH2:11][OH:12])[C:8]([N+:13]([O-:15])=[O:14])=[CH:7][N:6]=1.[CH3:16][S:17](Cl)(=[O:19])=[O:18], predict the reaction product. The product is: [CH3:16][S:17]([O:12][CH2:11][CH2:10][N:9]1[C:8]([N+:13]([O-:15])=[O:14])=[CH:7][N:6]=[C:5]1[CH3:4])(=[O:19])=[O:18].